This data is from Catalyst prediction with 721,799 reactions and 888 catalyst types from USPTO. The task is: Predict which catalyst facilitates the given reaction. Reactant: [F:1][C@H:2]1[C@@H:7]([OH:8])[CH2:6][CH2:5][N:4]([C:9]([O:11][CH2:12][C:13]2[CH:18]=[CH:17][CH:16]=[CH:15][CH:14]=2)=[O:10])[CH2:3]1.CC(C)([O-])C.[K+].[F:25][C:26]1[CH:27]=[C:28]2[C:33](=[C:34](F)[CH:35]=1)[N:32]=[C:31]([C:37]1[N:41]3[CH:42]=[CH:43][C:44]([O:46][CH2:47][CH2:48][O:49][CH3:50])=[CH:45][C:40]3=[N:39][CH:38]=1)[CH:30]=[CH:29]2. Product: [F:1][C@H:2]1[C@@H:7]([O:8][C:34]2[CH:35]=[C:26]([F:25])[CH:27]=[C:28]3[C:33]=2[N:32]=[C:31]([C:37]2[N:41]4[CH:42]=[CH:43][C:44]([O:46][CH2:47][CH2:48][O:49][CH3:50])=[CH:45][C:40]4=[N:39][CH:38]=2)[CH:30]=[CH:29]3)[CH2:6][CH2:5][N:4]([C:9]([O:11][CH2:12][C:13]2[CH:18]=[CH:17][CH:16]=[CH:15][CH:14]=2)=[O:10])[CH2:3]1. The catalyst class is: 118.